From a dataset of Reaction yield outcomes from USPTO patents with 853,638 reactions. Predict the reaction yield, written as a fraction of the theoretical maximum amount of product (1.0 means a 100% yield; for example, 0.34 means a 34% yield). (1) The reactants are [CH2:1]([CH:3]([CH2:27][CH2:28][CH2:29][CH3:30])[C:4]#[C:5][C:6]1[C:14]2[S:13][CH:12]=[CH:11][C:10]=2[C:9]([C:15]#[C:16][CH:17]([CH2:22][CH3:23])[CH2:18][CH2:19][CH2:20][CH3:21])=[C:8]2[S:24][CH:25]=[CH:26][C:7]=12)[CH3:2]. The catalyst is [Pd].C1COCC1. The product is [CH2:22]([CH:17]([CH2:18][CH2:19][CH2:20][CH3:21])[CH2:16][CH2:15][C:9]1[C:8]2[S:24][CH:25]=[CH:26][C:7]=2[C:6]([CH2:5][CH2:4][CH:3]([CH2:1][CH3:2])[CH2:27][CH2:28][CH2:29][CH3:30])=[C:14]2[S:13][CH:12]=[CH:11][C:10]=12)[CH3:23]. The yield is 0.540. (2) The reactants are Cl.[CH3:2][S:3]([C:6]1[CH:11]=[CH:10][C:9]([N:12]2[C:16]3=[N:17][CH:18]=[N:19][C:20]([O:21][CH:22]4[CH2:27][CH2:26][NH:25][CH2:24][CH2:23]4)=[C:15]3[CH:14]=[N:13]2)=[CH:8][CH:7]=1)(=[O:5])=[O:4].[CH2:28]([O:30][C:31](Cl)=[O:32])[CH3:29].C(N(CC)CC)C. The catalyst is CN(C=O)C. The product is [CH2:28]([O:30][C:31]([N:25]1[CH2:26][CH2:27][CH:22]([O:21][C:20]2[N:19]=[CH:18][N:17]=[C:16]3[N:12]([C:9]4[CH:10]=[CH:11][C:6]([S:3]([CH3:2])(=[O:4])=[O:5])=[CH:7][CH:8]=4)[N:13]=[CH:14][C:15]=23)[CH2:23][CH2:24]1)=[O:32])[CH3:29]. The yield is 0.150. (3) The reactants are [CH3:1][N:2]([CH3:6])[CH2:3][CH2:4][NH2:5].Cl[C:8]1[N:9]([CH2:31][CH:32]2[CH2:34][CH2:33]2)[C:10]2[C:15]([N:16]=1)=[C:14]([N:17]1[CH2:22][CH2:21][O:20][CH2:19][CH2:18]1)[N:13]=[C:12]([C:23]1[C:24]([CH3:30])=[N:25][C:26]([NH2:29])=[N:27][CH:28]=1)[N:11]=2. The yield is 0.520. The catalyst is CS(C)=O. The product is [NH2:29][C:26]1[N:25]=[C:24]([CH3:30])[C:23]([C:12]2[N:11]=[C:10]3[C:15]([N:16]=[C:8]([NH:5][CH2:4][CH2:3][N:2]([CH3:6])[CH3:1])[N:9]3[CH2:31][CH:32]3[CH2:34][CH2:33]3)=[C:14]([N:17]3[CH2:22][CH2:21][O:20][CH2:19][CH2:18]3)[N:13]=2)=[CH:28][N:27]=1. (4) The reactants are [Cl:1][C:2]1[CH:7]=[CH:6][C:5]([CH2:8][C:9]([O:11][CH3:12])=[O:10])=[CH:4][CH:3]=1.[CH2:13]=[O:14].Cl. The catalyst is CS(C)=O.C[O-].[Na+]. The product is [Cl:1][C:2]1[CH:3]=[CH:4][C:5]([CH:8]([CH2:13][OH:14])[C:9]([O:11][CH3:12])=[O:10])=[CH:6][CH:7]=1. The yield is 0.920. (5) The reactants are Cl[C:2]1[C:7]2[CH2:8][N:9]([CH2:12][C:13]3[CH:25]=[CH:24][C:16]([C:17]([O:19][C:20]([CH3:23])([CH3:22])[CH3:21])=[O:18])=[C:15]([CH3:26])[CH:14]=3)[C:10](=[O:11])[C:6]=2[CH:5]=[CH:4][N:3]=1.[CH:27]([O:29][C:30]1[CH:35]=[CH:34][CH:33]=[CH:32][CH:31]=1)=[O:28]. No catalyst specified. The product is [C:20]([O:19][C:17]([C:16]1[CH:24]=[CH:25][C:13]([CH2:12][N:9]2[C:10](=[O:11])[C:6]3[CH:5]=[CH:4][N:3]=[C:2]([C:27]([O:29][C:30]4[CH:35]=[CH:34][CH:33]=[CH:32][CH:31]=4)=[O:28])[C:7]=3[CH2:8]2)=[CH:14][C:15]=1[CH3:26])=[O:18])([CH3:23])([CH3:22])[CH3:21]. The yield is 0.900. (6) The reactants are [C:1]([O:5][C:6](=[O:19])[NH:7][CH:8]1[CH2:17][C:16]2[C:11](=[N:12][CH:13]=[CH:14][CH:15]=2)[NH:10][C:9]1=[O:18])([CH3:4])([CH3:3])[CH3:2].[CH2:20](I)[CH3:21]. No catalyst specified. The product is [C:1]([O:5][C:6](=[O:19])[NH:7][CH:8]1[CH2:17][C:16]2[C:11](=[N:12][CH:13]=[CH:14][CH:15]=2)[N:10]([CH2:20][CH3:21])[C:9]1=[O:18])([CH3:4])([CH3:2])[CH3:3]. The yield is 0.730.